This data is from Forward reaction prediction with 1.9M reactions from USPTO patents (1976-2016). The task is: Predict the product of the given reaction. (1) Given the reactants Cl[CH2:2][CH2:3][CH2:4][CH2:5][S:6][C:7]1[CH:12]=[CH:11][CH:10]=[CH:9][CH:8]=1.[NH:13]1[CH2:18][CH2:17][CH:16]([C:19]2[CH:20]=[C:21]([NH:25][C:26](=[O:29])[CH2:27][CH3:28])[CH:22]=[CH:23][CH:24]=2)[CH2:15][CH2:14]1, predict the reaction product. The product is: [C:7]1([S:6][CH2:5][CH2:4][CH2:3][CH2:2][N:13]2[CH2:18][CH2:17][CH:16]([C:19]3[CH:20]=[C:21]([NH:25][C:26](=[O:29])[CH2:27][CH3:28])[CH:22]=[CH:23][CH:24]=3)[CH2:15][CH2:14]2)[CH:12]=[CH:11][CH:10]=[CH:9][CH:8]=1. (2) Given the reactants C[O:2][C:3]1[CH:17]=[CH:16][C:6]([C:7]([NH:9][C:10]2[CH:15]=[CH:14][N:13]=[CH:12][CH:11]=2)=O)=[CH:5][CH:4]=1.P(Cl)(Cl)(Cl)(Cl)Cl.[CH:24]([NH:26][NH2:27])=O, predict the reaction product. The product is: [N:13]1[CH:14]=[CH:15][C:10]([N:9]2[CH:24]=[N:26][N:27]=[C:7]2[C:6]2[CH:16]=[CH:17][C:3]([OH:2])=[CH:4][CH:5]=2)=[CH:11][CH:12]=1. (3) Given the reactants [CH3:1][O:2][C:3]1[C:12]2[C:11](=[O:13])[N:10]([CH2:14][C:15]3[CH:20]=[CH:19][C:18]([O:21][CH3:22])=[CH:17][CH:16]=3)[CH2:9][CH2:8][C:7]=2[C:6]([C:23]([O:25]CC)=[O:24])=[N:5][CH:4]=1.O.Cl, predict the reaction product. The product is: [CH3:1][O:2][C:3]1[C:12]2[C:11](=[O:13])[N:10]([CH2:14][C:15]3[CH:20]=[CH:19][C:18]([O:21][CH3:22])=[CH:17][CH:16]=3)[CH2:9][CH2:8][C:7]=2[C:6]([C:23]([OH:25])=[O:24])=[N:5][CH:4]=1. (4) The product is: [O:13]=[C:9]1[C:10]2[C:5](=[CH:4][C:3]([CH:1]=[CH2:2])=[CH:12][CH:11]=2)[CH:6]=[N:7][N:8]1[CH2:21][C:22]([O:24][CH2:25][CH3:26])=[O:23]. Given the reactants [CH:1]([C:3]1[CH:4]=[C:5]2[C:10](=[CH:11][CH:12]=1)[C:9](=[O:13])[NH:8][N:7]=[CH:6]2)=[CH2:2].C([O-])([O-])=O.[Cs+].[Cs+].Br[CH2:21][C:22]([O:24][CH2:25][CH3:26])=[O:23], predict the reaction product. (5) Given the reactants [C:1]([O:14][CH2:15][C@@H:16]([O:47][C:48](=[O:60])[CH2:49][CH2:50][CH2:51][CH2:52][CH2:53][CH2:54][CH2:55][CH2:56][CH2:57][CH2:58][CH3:59])[CH2:17][S:18][CH2:19][C@H:20]([NH:29]C(OCC1C2C=CC=CC=2C2C1=CC=CC=2)=O)[C:21]([NH:23][C:24]1([CH2:27][OH:28])[CH2:26][CH2:25]1)=[O:22])(=[O:13])[CH2:2][CH2:3][CH2:4][CH2:5][CH2:6][CH2:7][CH2:8][CH2:9][CH2:10][CH2:11][CH3:12].N1CCCCC1.C1(C)C=CC=CC=1, predict the reaction product. The product is: [C:1]([O:14][CH2:15][C@@H:16]([O:47][C:48](=[O:60])[CH2:49][CH2:50][CH2:51][CH2:52][CH2:53][CH2:54][CH2:55][CH2:56][CH2:57][CH2:58][CH3:59])[CH2:17][S:18][CH2:19][C@H:20]([NH2:29])[C:21]([NH:23][C:24]1([CH2:27][OH:28])[CH2:25][CH2:26]1)=[O:22])(=[O:13])[CH2:2][CH2:3][CH2:4][CH2:5][CH2:6][CH2:7][CH2:8][CH2:9][CH2:10][CH2:11][CH3:12].